This data is from Full USPTO retrosynthesis dataset with 1.9M reactions from patents (1976-2016). The task is: Predict the reactants needed to synthesize the given product. (1) Given the product [CH2:19]([O:18][C:16](=[O:17])[CH:15]([O:1][C:2]1[CH:11]=[CH:10][C:5]2[CH2:6][O:7][B:8]([OH:9])[C:4]=2[CH:3]=1)[CH2:21][CH3:22])[CH3:20], predict the reactants needed to synthesize it. The reactants are: [OH:1][C:2]1[CH:11]=[CH:10][C:5]2[CH2:6][O:7][B:8]([OH:9])[C:4]=2[CH:3]=1.[H-].[Na+].Br[CH:15]([CH2:21][CH3:22])[C:16]([O:18][CH2:19][CH3:20])=[O:17].Cl. (2) Given the product [Br:1][C:2]1[CH:8]=[C:7]([C:9]([F:18])([C:10]([F:13])([F:12])[F:11])[C:14]([F:15])([F:16])[F:17])[CH:6]=[C:5]([Cl:19])[C:3]=1[NH:4][C:25](=[O:27])[CH3:26], predict the reactants needed to synthesize it. The reactants are: [Br:1][C:2]1[CH:8]=[C:7]([C:9]([F:18])([C:14]([F:17])([F:16])[F:15])[C:10]([F:13])([F:12])[F:11])[CH:6]=[C:5]([Cl:19])[C:3]=1[NH2:4].S(=O)(=O)(O)O.[C:25](OC(=O)C)(=[O:27])[CH3:26].